This data is from Catalyst prediction with 721,799 reactions and 888 catalyst types from USPTO. The task is: Predict which catalyst facilitates the given reaction. (1) Reactant: [N:1]1[CH:6]=[CH:5][CH:4]=[CH:3][C:2]=1[C:7]1[C:8]([NH2:13])=[N:9][NH:10][C:11]=1[NH2:12].[O:14]1[C:18]2[CH:19]=[CH:20][CH:21]=[CH:22][C:17]=2[CH:16]=[C:15]1[C:23](=O)[CH2:24][C:25](OCC)=[O:26].CC1C=CC(S(O)(=O)=O)=CC=1. Product: [NH2:12][C:11]1[C:7]([C:2]2[CH:3]=[CH:4][CH:5]=[CH:6][N:1]=2)=[C:8]2[NH:13][C:23]([C:15]3[O:14][C:18]4[CH:19]=[CH:20][CH:21]=[CH:22][C:17]=4[CH:16]=3)=[CH:24][C:25](=[O:26])[N:9]2[N:10]=1. The catalyst class is: 114. (2) Reactant: [C:1]([O:9][CH2:10][C:11]1[C:20]([C:21]2[CH:26]=[CH:25][CH:24]=[C:23]([O:27]COC)[C:22]=2[O:31][CH3:32])=[CH:19][CH:18]=[C:17]2[C:12]=1[C:13]([CH3:35])=[CH:14][C:15]([CH3:34])([CH3:33])[NH:16]2)(=[O:8])[C:2]1[CH:7]=[CH:6][CH:5]=[CH:4][CH:3]=1.Cl.O1CCOCC1. Product: [C:1]([O:9][CH2:10][C:11]1[C:20]([C:21]2[CH:26]=[CH:25][CH:24]=[C:23]([OH:27])[C:22]=2[O:31][CH3:32])=[CH:19][CH:18]=[C:17]2[C:12]=1[C:13]([CH3:35])=[CH:14][C:15]([CH3:34])([CH3:33])[NH:16]2)(=[O:8])[C:2]1[CH:3]=[CH:4][CH:5]=[CH:6][CH:7]=1. The catalyst class is: 12. (3) Product: [Cl:17][C:15]1[CH:14]=[CH:13][C:12]([S:18](=[O:20])(=[O:19])[N:4]([CH3:5])[CH3:3])=[C:11]([CH:16]=1)[CH2:10][NH:9][C:6](=[O:8])[CH3:7]. Reactant: CO.[CH3:3][NH:4][CH3:5].[C:6]([NH:9][CH2:10][C:11]1[CH:16]=[C:15]([Cl:17])[CH:14]=[CH:13][C:12]=1[S:18](Cl)(=[O:20])=[O:19])(=[O:8])[CH3:7]. The catalyst class is: 111. (4) Reactant: [Br:1][C:2]1[CH:3]=[C:4]([Cl:9])[C:5](Cl)=[N:6][CH:7]=1.[OH-].[Na+].O.[CH2:13]([SH:16])[CH2:14][CH3:15]. Product: [Br:1][C:2]1[CH:3]=[C:4]([Cl:9])[C:5]([S:16][CH2:13][CH2:14][CH3:15])=[N:6][CH:7]=1. The catalyst class is: 16. (5) Reactant: [C:1]([C:5]1[S:9][C:8]([C:10]([NH:12][C@@H:13]([CH2:27][C:28]2[CH:33]=[CH:32][C:31]([C:34]3[N:39]=[CH:38][C:37]([C:40]4[CH:45]=[CH:44][C:43]([OH:46])=[CH:42][CH:41]=4)=[CH:36][N:35]=3)=[CH:30][CH:29]=2)[C:14]([N:16]2[CH2:19][CH:18]([C:20]([O:22][C:23]([CH3:26])([CH3:25])[CH3:24])=[O:21])[CH2:17]2)=[O:15])=[O:11])=[CH:7][CH:6]=1)([CH3:4])([CH3:3])[CH3:2].CCN(C(C)C)C(C)C.[F:56][C:57]([F:76])([F:75])[S:58](N(C1C=CC=CC=1)[S:58]([C:57]([F:76])([F:75])[F:56])(=[O:60])=[O:59])(=[O:60])=[O:59]. Product: [C:1]([C:5]1[S:9][C:8]([C:10]([NH:12][C@@H:13]([CH2:27][C:28]2[CH:33]=[CH:32][C:31]([C:34]3[N:35]=[CH:36][C:37]([C:40]4[CH:45]=[CH:44][C:43]([O:46][S:58]([C:57]([F:76])([F:75])[F:56])(=[O:60])=[O:59])=[CH:42][CH:41]=4)=[CH:38][N:39]=3)=[CH:30][CH:29]=2)[C:14]([N:16]2[CH2:19][CH:18]([C:20]([O:22][C:23]([CH3:26])([CH3:24])[CH3:25])=[O:21])[CH2:17]2)=[O:15])=[O:11])=[CH:7][CH:6]=1)([CH3:2])([CH3:3])[CH3:4]. The catalyst class is: 2.